This data is from Forward reaction prediction with 1.9M reactions from USPTO patents (1976-2016). The task is: Predict the product of the given reaction. (1) Given the reactants [N:1]1([C:7]([C:9]2[CH:10]=[CH:11][C:12]([N+:21]([O-])=O)=[C:13]([CH:20]=2)[O:14][CH2:15][C:16](OC)=[O:17])=[O:8])[CH2:6][CH2:5][O:4][CH2:3][CH2:2]1.[H][H], predict the reaction product. The product is: [N:1]1([C:7]([C:9]2[CH:10]=[CH:11][C:12]3[NH:21][C:16](=[O:17])[CH2:15][O:14][C:13]=3[CH:20]=2)=[O:8])[CH2:6][CH2:5][O:4][CH2:3][CH2:2]1. (2) Given the reactants C([SiH](CC)CC)C.[CH2:8]([C:10]1[O:11][C:12]2[CH:26]=[CH:25][CH:24]=[CH:23][C:13]=2[C:14]=1[CH:15]([C:17]1[CH:22]=[CH:21][CH:20]=[CH:19][CH:18]=1)O)[CH3:9].FC(F)(F)C(O)=O, predict the reaction product. The product is: [CH2:15]([C:14]1[C:13]2[CH:23]=[CH:24][CH:25]=[CH:26][C:12]=2[O:11][C:10]=1[CH2:8][CH3:9])[C:17]1[CH:18]=[CH:19][CH:20]=[CH:21][CH:22]=1. (3) The product is: [CH:69]1[C:70]2[C:75](=[CH:74][CH:73]=[CH:72][CH:71]=2)[CH:76]=[CH:77][C:68]=1[C:67]1[C:61]2[O:60][CH:59]([CH2:58][NH2:55])[CH2:63][C:62]=2[CH:64]=[CH:65][CH:66]=1. Given the reactants CC1C=CC(S(OCC2CC3C=CC=C(C4C=CC5C(=CC=CC=5)C=4)C=3O2)(=O)=O)=CC=1.[N-]=[N+]=[N-].[Na+].N(CC1CC2C=C(Cl)C=C(C3C=CSC=3)C=2O1)=[N+]=[N-].[N:55]([CH2:58][CH:59]1[CH2:63][C:62]2[CH:64]=[CH:65][CH:66]=[C:67]([C:68]3[CH:77]=[CH:76][C:75]4[C:70](=[CH:71][CH:72]=[CH:73][CH:74]=4)[CH:69]=3)[C:61]=2[O:60]1)=[N+]=[N-].[N-]=[N+]=[N-], predict the reaction product. (4) The product is: [CH2:1]([C:3]1[C:11]2[C:6](=[N:7][C:8]([C:19]#[N:20])=[CH:9][CH:10]=2)[N:5]([CH:13]2[CH2:18][CH2:17][O:16][CH2:15][CH2:14]2)[N:4]=1)[CH3:2]. Given the reactants [CH2:1]([C:3]1[C:11]2[C:6](=[N:7][C:8](F)=[CH:9][CH:10]=2)[N:5]([CH:13]2[CH2:18][CH2:17][O:16][CH2:15][CH2:14]2)[N:4]=1)[CH3:2].[C-:19]#[N:20].[Na+], predict the reaction product. (5) The product is: [CH3:1][C:2]1[CH:7]=[C:6]([N:8]2[CH2:12][CH2:11][CH:10]([N:13]3[CH2:17][CH2:16][CH2:15][CH:14]3[CH3:18])[CH2:9]2)[CH:5]=[CH:4][C:3]=1[NH:19][C:30](=[O:31])[C:29]1[CH:33]=[CH:34][C:26]([N:20]2[CH2:21][CH2:22][O:23][CH2:24][CH2:25]2)=[N:27][CH:28]=1. Given the reactants [CH3:1][C:2]1[CH:7]=[C:6]([N:8]2[CH2:12][CH2:11][CH:10]([N:13]3[CH2:17][CH2:16][CH2:15][CH:14]3[CH3:18])[CH2:9]2)[CH:5]=[CH:4][C:3]=1[NH2:19].[N:20]1([C:26]2[CH:34]=[CH:33][C:29]([C:30](O)=[O:31])=[CH:28][N:27]=2)[CH2:25][CH2:24][O:23][CH2:22][CH2:21]1, predict the reaction product. (6) The product is: [NH2:6][C:5]1[CH:7]=[C:8]([C:9]([F:12])([F:11])[F:10])[C:2]([C:28]2[CH:47]=[CH:46][CH:45]=[C:30]([O:31][CH:32]3[CH2:33][CH2:34][N:35]([C:38]([O:40][C:41]([CH3:44])([CH3:43])[CH3:42])=[O:39])[CH2:36][CH2:37]3)[CH:29]=2)=[C:3]([Cl:13])[CH:4]=1. Given the reactants Br[C:2]1[C:8]([C:9]([F:12])([F:11])[F:10])=[CH:7][C:5]([NH2:6])=[CH:4][C:3]=1[Cl:13].C(=O)([O-])[O-].[Na+].[Na+].CC1(C)C(C)(C)OB([C:28]2[CH:29]=[C:30]([CH:45]=[CH:46][CH:47]=2)[O:31][CH:32]2[CH2:37][CH2:36][N:35]([C:38]([O:40][C:41]([CH3:44])([CH3:43])[CH3:42])=[O:39])[CH2:34][CH2:33]2)O1.O, predict the reaction product. (7) Given the reactants [ClH:1].Cl.C([O:5][C:6]1[C:15](N)=[C:14]2[C:9]([C:10]([CH2:17][C:18]3[CH:23]=[C:22]([O:24][CH3:25])[C:21]([O:26][CH3:27])=[C:20]([O:28][CH3:29])[CH:19]=3)=[CH:11][N:12]=[CH:13]2)=[CH:8][CH:7]=1)C.N([O-])=O.[Na+].[H+].[B-](F)(F)(F)F.[OH-].[Na+], predict the reaction product. The product is: [ClH:1].[CH3:25][O:24][C:22]1[CH:23]=[C:18]([CH:19]=[C:20]([O:28][CH3:29])[C:21]=1[O:26][CH3:27])[CH2:17][C:10]1[C:9]2[C:14](=[CH:15][C:6]([OH:5])=[CH:7][CH:8]=2)[CH:13]=[N:12][CH:11]=1.